Dataset: Forward reaction prediction with 1.9M reactions from USPTO patents (1976-2016). Task: Predict the product of the given reaction. (1) Given the reactants [CH:1]12[CH:8]([CH2:9][NH:10][C:11](=[O:17])[O:12][C:13]([CH3:16])([CH3:15])[CH3:14])[CH:5]([CH2:6][CH2:7]1)[CH2:4][NH:3][CH2:2]2.C(N(CC)CC)C.[CH2:25]([O:32][C:33](Cl)=[O:34])[C:26]1[CH:31]=[CH:30][CH:29]=[CH:28][CH:27]=1, predict the reaction product. The product is: [C:13]([O:12][C:11]([NH:10][CH2:9][CH:8]1[CH:5]2[CH2:6][CH2:7][CH:1]1[CH2:2][N:3]([C:33]([O:32][CH2:25][C:26]1[CH:31]=[CH:30][CH:29]=[CH:28][CH:27]=1)=[O:34])[CH2:4]2)=[O:17])([CH3:14])([CH3:16])[CH3:15]. (2) Given the reactants FC(F)(F)S(O[C:7]1[C:8]([C:18](=[O:20])[CH3:19])=[CH:9][C:10]([Cl:17])=[C:11]2[C:16]=1[N:15]=[CH:14][CH:13]=[CH:12]2)(=O)=O.Cl.[F:24][C@H:25]1[CH2:29][CH2:28][NH:27][CH2:26]1.C(=O)([O-])[O-].[Cs+].[Cs+], predict the reaction product. The product is: [Cl:17][C:10]1[CH:9]=[C:8]([C:18](=[O:20])[CH3:19])[C:7]([N:27]2[CH2:28][CH2:29][C@H:25]([F:24])[CH2:26]2)=[C:16]2[C:11]=1[CH:12]=[CH:13][CH:14]=[N:15]2. (3) Given the reactants [CH3:1][C:2]1([CH3:15])[C:11]2[C:6]3=[C:7]([NH:12][C:13](=[O:14])[N:5]3[CH2:4][CH2:3]1)[CH:8]=[CH:9][CH:10]=2.C(=O)([O-])[O-].[Cs+].[Cs+].CC1C=CC(S(O[CH2:33][C@H:34]2[C@H:38]([CH2:39][O:40][Si:41]([C:44]([CH3:47])([CH3:46])[CH3:45])([CH3:43])[CH3:42])[O:37][C:36]([CH3:49])([CH3:48])[O:35]2)(=O)=O)=CC=1.O, predict the reaction product. The product is: [Si:41]([O:40][CH2:39][C@@H:38]1[O:37][C:36]([CH3:49])([CH3:48])[O:35][C@H:34]1[CH2:33][N:12]1[C:7]2=[C:6]3[C:11](=[CH:10][CH:9]=[CH:8]2)[C:2]([CH3:15])([CH3:1])[CH2:3][CH2:4][N:5]3[C:13]1=[O:14])([C:44]([CH3:47])([CH3:45])[CH3:46])([CH3:42])[CH3:43]. (4) Given the reactants [S:1]1[C:5]2[CH:6]=[CH:7][CH:8]=[CH:9][C:4]=2[CH:3]=[N:2]1.[Cl:10][S:11](O)(=[O:13])=[O:12], predict the reaction product. The product is: [S:1]1[C:5]2[C:6]([S:11]([Cl:10])(=[O:13])=[O:12])=[CH:7][CH:8]=[CH:9][C:4]=2[CH:3]=[N:2]1. (5) Given the reactants [CH2:1]([C:8]1[S:12][C:11]([NH2:13])=[N:10][C:9]=1[C:14]1[CH:19]=[CH:18][CH:17]=[CH:16][CH:15]=1)[C:2]1[CH:7]=[CH:6][CH:5]=[CH:4][CH:3]=1.[O:20]=[C:21]([C:27]1[CH:32]=[CH:31][C:30]([O:33][C:34]([F:37])([F:36])[F:35])=[CH:29][CH:28]=1)[CH2:22][CH2:23][C:24](O)=[O:25].C1C=CC2N(O)N=NC=2C=1.CCN=C=NCCCN(C)C, predict the reaction product. The product is: [CH2:1]([C:8]1[S:12][C:11]([NH:13][C:24](=[O:25])[CH2:23][CH2:22][C:21](=[O:20])[C:27]2[CH:28]=[CH:29][C:30]([O:33][C:34]([F:37])([F:35])[F:36])=[CH:31][CH:32]=2)=[N:10][C:9]=1[C:14]1[CH:19]=[CH:18][CH:17]=[CH:16][CH:15]=1)[C:2]1[CH:3]=[CH:4][CH:5]=[CH:6][CH:7]=1. (6) Given the reactants [CH2:1]([O:3][C:4]([C:6]1[N:7]([C:26]2[CH:31]=[CH:30][C:29]([O:32][CH:33]([CH3:35])[CH3:34])=[CH:28][CH:27]=2)[C:8]2[C:13]([C:14]=1[CH:15]=[O:16])=[CH:12][C:11](B1OC(C)(C)C(C)(C)O1)=[CH:10][CH:9]=2)=[O:5])[CH3:2].Br[C:37]1[CH:42]=[CH:41][C:40]([C:43]([F:46])([F:45])[F:44])=[CH:39][N:38]=1.C([O-])([O-])=O.[Na+].[Na+].CCO, predict the reaction product. The product is: [CH2:1]([O:3][C:4]([C:6]1[N:7]([C:26]2[CH:31]=[CH:30][C:29]([O:32][CH:33]([CH3:35])[CH3:34])=[CH:28][CH:27]=2)[C:8]2[C:13]([C:14]=1[CH:15]=[O:16])=[CH:12][C:11]([C:37]1[CH:42]=[CH:41][C:40]([C:43]([F:46])([F:45])[F:44])=[CH:39][N:38]=1)=[CH:10][CH:9]=2)=[O:5])[CH3:2]. (7) Given the reactants Br[C:2]1[CH:7]=[C:6]([F:8])[CH:5]=[C:4]([Br:9])[CH:3]=1.[CH3:10][N:11](C=O)C.[Cu]C#N, predict the reaction product. The product is: [Br:9][C:4]1[CH:3]=[C:2]([CH:7]=[C:6]([F:8])[CH:5]=1)[C:10]#[N:11].